From a dataset of Experimentally validated miRNA-target interactions with 360,000+ pairs, plus equal number of negative samples. Binary Classification. Given a miRNA mature sequence and a target amino acid sequence, predict their likelihood of interaction. (1) The miRNA is mmu-miR-17-5p with sequence CAAAGUGCUUACAGUGCAGGUAG. The protein sequence of the target gene is MCGSALAFLTAALLSLHNCQRGPALVLGAAWVFSLVLGLGQSEHNRCGSANVVSCARCLQLGPECGWCVQEDFVSGGSGSERCDTVSSLISKGCPVDSIEYLSVHVVTSSENEINTQVTPGEVSVQLHPGAEANFMLKVRPLKKYPVDLYYLVDVSASMHNNIEKLNSVGNDLSKKMALYSRDFRLGFGSYVDKTVSPYISIHPERIHNQCSDYNLDCMPPHGYIHVLSLTENITEFEKAVHRQKISGNIDTPEGGFDAMLQAAVCESHIGWRKEAKRLLLVMTDQTSHLALDSKLAGIV.... Result: 1 (interaction). (2) The miRNA is hsa-miR-5087 with sequence GGGUUUGUAGCUUUGCUGGCAUG. The protein sequence of the target gene is MEVKPPPGRPQPDSGRRRRRRGEEGHDPKEPEQLRKLFIGGLSFETTDDSLREHFEKWGTLTDCVVMRDPQTKRSRGFGFVTYSCVEEVDAAMCARPHKVDGRVVEPKRAVSREDSVKPGAHLTVKKIFVGGIKEDTEEYNLRDYFEKYGKIETIEVMEDRQSGKKRGFAFVTFDDHDTVDKIVVQKYHTINGHNCEVKKALSKQEMQSAGSQRGRGGGSGNFMGRGGNFGGGGGNFGRGGNFGGRGGYGGGGGGSRGSYGGGDGGYNGFGGDGGNYGGGPGYSSRGGYGGGGPGYGNQG.... Result: 1 (interaction). (3) The miRNA is hsa-miR-6831-5p with sequence UAGGUAGAGUGUGAGGAGGAGGUC. The protein sequence of the target gene is MASPTSTNPAHAHFESFLQAQLCQDVLSSFQELCGALGLEPGGGLPQYHKIKDQLNYWSAKSLWTKLDKRAGQPVYQQGRACTSTKCLVVGAGPCGLRVAVELALLGARVVLVEKRTKFSRHNVLHLWPFTIHDLRALGAKKFYGRFCTGTLDHISIRQLQLLLLKVALLLGVEIHWGVTFTGLQPPPRKGSGWRAQLQPNPPAQLANYEFDVLISAAGGKFVPEGFKVREMRGKLAIGITANFVNGRTVEETQVPEISGVARIYNQSFFQSLLKATGIDLENIVYYKDDTHYFVMTAKK.... Result: 0 (no interaction). (4) The miRNA is hsa-miR-3619-5p with sequence UCAGCAGGCAGGCUGGUGCAGC. The protein sequence of the target gene is MESTLSASNMQDPSSSPLEKCLGSANGNGDLDSEEGSSLEETGFNWGEYLEETGASAAPHTSFKHVEISIQSNFQPGMKLEVANKNNPDTYWVATIITTCGQLLLLRYCGYGEDRRADFWCDVVIADLHPVGWCTQNNKVLMPPDAIKEKYTDWTEFLIRDLTGSRTAPANLLEGPLRGKGPIDLITVGSLIELQDSQNPFQYWIVSVIENVGGRLRLRYVGLEDTESYDQWLFYLDYRLRPVGWCQENKYRMDPPSEIYPLKMASEWKCTLEKSLIDAAKFPLPMEVFKDHADLRSHFF.... Result: 1 (interaction).